The task is: Predict the reactants needed to synthesize the given product.. This data is from Full USPTO retrosynthesis dataset with 1.9M reactions from patents (1976-2016). (1) Given the product [CH2:1]([NH:8][CH:30]1[C:29]2[C:36]([CH3:37])=[C:25]([N:22]3[CH2:21][CH2:20][CH:19]([C:13]4[CH:14]=[CH:15][C:16]([O:17][CH3:18])=[C:11]([O:10][CH3:9])[CH:12]=4)[CH2:24][CH2:23]3)[C:26]([CH3:39])=[C:27]([CH3:38])[C:28]=2[O:32][C:31]1([CH3:34])[CH3:33])[C:2]1[CH:7]=[CH:6][CH:5]=[CH:4][CH:3]=1, predict the reactants needed to synthesize it. The reactants are: [CH2:1]([NH2:8])[C:2]1[CH:7]=[CH:6][CH:5]=[CH:4][CH:3]=1.[CH3:9][O:10][C:11]1[CH:12]=[C:13]([CH:19]2[CH2:24][CH2:23][N:22]([C:25]3[C:26]([CH3:39])=[C:27]([CH3:38])[C:28]4[O:32][C:31]([CH3:34])([CH3:33])[CH:30](O)[C:29]=4[C:36]=3[CH3:37])[CH2:21][CH2:20]2)[CH:14]=[CH:15][C:16]=1[O:17][CH3:18]. (2) Given the product [CH:1]1([C:7]2[C:8]3[CH:9]=[CH:10][C:11]([C:29]([O:31][CH3:32])=[O:30])=[CH:12][C:13]=3[N:14]3[C:20]=2[C:19]2[CH:21]=[CH:22][CH:23]=[CH:24][C:18]=2[O:17][CH:16]([C:25]([OH:27])=[O:26])[CH2:15]3)[CH2:2][CH2:3][CH2:4][CH2:5][CH2:6]1, predict the reactants needed to synthesize it. The reactants are: [CH:1]1([C:7]2[C:8]3[CH:9]=[CH:10][C:11]([C:29]([O:31][CH3:32])=[O:30])=[CH:12][C:13]=3[N:14]3[C:20]=2[C:19]2[CH:21]=[CH:22][CH:23]=[CH:24][C:18]=2[O:17][CH:16]([C:25]([O:27]C)=[O:26])[CH2:15]3)[CH2:6][CH2:5][CH2:4][CH2:3][CH2:2]1.Cl.